From a dataset of Catalyst prediction with 721,799 reactions and 888 catalyst types from USPTO. Predict which catalyst facilitates the given reaction. (1) Reactant: [Cl-].O[NH3+:3].[C:4](=[O:7])([O-])[OH:5].[Na+].CS(C)=O.[CH2:13]([C:15]1[S:47][C:18]2[N:19]([CH2:32][C:33]3[CH:38]=[CH:37][C:36]([C:39]4[C:40]([C:45]#[N:46])=[CH:41][CH:42]=[CH:43][CH:44]=4)=[CH:35][CH:34]=3)[C:20](=[O:31])[N:21]([CH2:24][CH:25]([OH:30])[C:26]([CH3:29])([CH3:28])[CH3:27])[C:22](=[O:23])[C:17]=2[CH:16]=1)[CH3:14]. Product: [CH2:13]([C:15]1[S:47][C:18]2[N:19]([CH2:32][C:33]3[CH:34]=[CH:35][C:36]([C:39]4[CH:44]=[CH:43][CH:42]=[CH:41][C:40]=4[C:45]4[NH:3][C:4](=[O:7])[O:5][N:46]=4)=[CH:37][CH:38]=3)[C:20](=[O:31])[N:21]([CH2:24][CH:25]([OH:30])[C:26]([CH3:29])([CH3:28])[CH3:27])[C:22](=[O:23])[C:17]=2[CH:16]=1)[CH3:14]. The catalyst class is: 69. (2) Reactant: Cl[CH2:2][CH2:3][CH2:4][OH:5].C([Mg]Cl)(C)C.[Mg].BrC(Br)C.[S:16]1[CH:20]=[CH:19][C:18]([CH:21]=[O:22])=[CH:17]1.[Cl-].[NH4+]. Product: [S:16]1[CH:20]=[CH:19][C:18]([CH:21]([OH:22])[CH2:2][CH2:3][CH2:4][OH:5])=[CH:17]1. The catalyst class is: 7. (3) Reactant: [Br:1][C:2]1[CH:7]=[CH:6][C:5]([N:8]2[CH2:12][C@H:11]([CH2:13][OH:14])[O:10][C:9]2=[O:15])=[CH:4][C:3]=1[F:16].C(N(CC)CC)C.[N+:24]([C:27]1[CH:28]=[C:29]([S:33](Cl)(=[O:35])=[O:34])[CH:30]=[CH:31][CH:32]=1)([O-:26])=[O:25].Cl. Product: [N+:24]([C:27]1[CH:28]=[C:29]([S:33]([O:14][CH2:13][C@@H:11]2[O:10][C:9](=[O:15])[N:8]([C:5]3[CH:6]=[CH:7][C:2]([Br:1])=[C:3]([F:16])[CH:4]=3)[CH2:12]2)(=[O:35])=[O:34])[CH:30]=[CH:31][CH:32]=1)([O-:26])=[O:25]. The catalyst class is: 61. (4) Reactant: [C:1]([NH:4][C@H:5]([C:27]([OH:29])=O)[CH2:6][S:7][C:8]([C:21]1[CH:26]=[CH:25][CH:24]=[CH:23][CH:22]=1)([C:15]1[CH:20]=[CH:19][CH:18]=[CH:17][CH:16]=1)[C:9]1[CH:14]=[CH:13][CH:12]=[CH:11][CH:10]=1)(=[O:3])[CH3:2].Cl.C(SCCN)(=O)C.Cl.[C:39]([S:47][CH2:48][CH2:49][NH2:50])(=[O:46])[C:40]1[CH:45]=[CH:44][CH:43]=[CH:42][CH:41]=1. Product: [C:1]([NH:4][C@H:5]([C:27]([NH:50][CH2:49][CH2:48][S:47][C:39](=[O:46])[C:40]1[CH:45]=[CH:44][CH:43]=[CH:42][CH:41]=1)=[O:29])[CH2:6][S:7][C:8]([C:21]1[CH:22]=[CH:23][CH:24]=[CH:25][CH:26]=1)([C:15]1[CH:16]=[CH:17][CH:18]=[CH:19][CH:20]=1)[C:9]1[CH:14]=[CH:13][CH:12]=[CH:11][CH:10]=1)(=[O:3])[CH3:2]. The catalyst class is: 158. (5) Reactant: [NH2:1][C:2]1[CH:7]=[CH:6][C:5]([Br:8])=[CH:4][N:3]=1.[OH-:9].[Na+].[OH2:11].Cl. The catalyst class is: 14. Product: [Br:8][C:5]1[CH:6]=[CH:7][C:2]2[N:3]([C:5]([C:4]([OH:11])=[O:9])=[C:6]([CH3:7])[N:1]=2)[CH:4]=1. (6) Reactant: O[C:2]1([CH3:11])[CH2:5][CH:4]([C:6]([O:8][CH2:9][CH3:10])=[O:7])[CH2:3]1.CCN(S(F)(F)[F:18])CC. Product: [F:18][C:2]1([CH3:11])[CH2:5][CH:4]([C:6]([O:8][CH2:9][CH3:10])=[O:7])[CH2:3]1. The catalyst class is: 2. (7) Reactant: [F:1][C:2]1[CH:3]=[CH:4][C:5]2[N:6]([C:8]([C:11]3[N:19]=[C:18]4[C:14]([N:15]([CH2:34][O:35][CH2:36][CH2:37][Si:38]([CH3:41])([CH3:40])[CH3:39])[C:16](=[O:33])[N:17]4[C@@H:20]4[CH2:25][CH2:24][CH2:23][N:22](C(OC(C)(C)C)=O)[CH2:21]4)=[CH:13][N:12]=3)=[CH:9][N:10]=2)[CH:7]=1.O.C(=O)([O-])O.[Na+]. Product: [F:1][C:2]1[CH:3]=[CH:4][C:5]2[N:6]([C:8]([C:11]3[N:19]=[C:18]4[C:14]([N:15]([CH2:34][O:35][CH2:36][CH2:37][Si:38]([CH3:41])([CH3:40])[CH3:39])[C:16](=[O:33])[N:17]4[C@@H:20]4[CH2:25][CH2:24][CH2:23][NH:22][CH2:21]4)=[CH:13][N:12]=3)=[CH:9][N:10]=2)[CH:7]=1. The catalyst class is: 330.